Dataset: Cav3 T-type calcium channel HTS with 100,875 compounds. Task: Binary Classification. Given a drug SMILES string, predict its activity (active/inactive) in a high-throughput screening assay against a specified biological target. (1) The drug is S(CC(=O)NC1CCCc2c1cccc2)Cc1nc(oc1C)c1ccc(OCC)cc1. The result is 1 (active). (2) The drug is s1c(NC(=O)C2CN(C(=O)C2)c2ccccc2)nc2c1cccc2. The result is 1 (active). (3) The drug is Clc1c(N2C(=N/C(C2=O)=C\c2ccc([N+]([O-])=O)cc2)C)ccc(Cl)c1. The result is 0 (inactive).